This data is from Forward reaction prediction with 1.9M reactions from USPTO patents (1976-2016). The task is: Predict the product of the given reaction. Given the reactants [CH:1]1([C:11]([OH:13])=O)[C:10]2[C:5](=[CH:6][CH:7]=[CH:8][CH:9]=2)[CH2:4][CH2:3][CH2:2]1.[CH:14]([C:17]1[CH:22]=[CH:21][C:20]([NH:23][CH2:24][CH2:25][CH2:26][CH2:27][CH2:28][CH2:29][O:30][CH:31]2[CH2:36][CH2:35][CH2:34][CH2:33][O:32]2)=[CH:19][CH:18]=1)([CH3:16])[CH3:15], predict the reaction product. The product is: [CH:14]([C:17]1[CH:18]=[CH:19][C:20]([N:23]([CH2:24][CH2:25][CH2:26][CH2:27][CH2:28][CH2:29][O:30][CH:31]2[CH2:36][CH2:35][CH2:34][CH2:33][O:32]2)[C:11]([CH:1]2[C:10]3[C:5](=[CH:6][CH:7]=[CH:8][CH:9]=3)[CH2:4][CH2:3][CH2:2]2)=[O:13])=[CH:21][CH:22]=1)([CH3:16])[CH3:15].